Dataset: Full USPTO retrosynthesis dataset with 1.9M reactions from patents (1976-2016). Task: Predict the reactants needed to synthesize the given product. (1) Given the product [Cl:1][C:2]1[CH:7]=[CH:6][C:5]([N:8]2[C:21](=[O:22])[C:13]3([CH2:15][CH:14]3[C:16]([O:18][CH2:19][CH3:20])=[O:17])[C:12]3=[N:32][N:31]=[C:28]([CH3:29])[N:11]3[C:10]3[CH:24]=[CH:25][CH:26]=[CH:27][C:9]2=3)=[CH:4][CH:3]=1, predict the reactants needed to synthesize it. The reactants are: [Cl:1][C:2]1[CH:7]=[CH:6][C:5]([N:8]2[C:21](=[O:22])[C:13]3([CH2:15][CH:14]3[C:16]([O:18][CH2:19][CH3:20])=[O:17])[C:12](=S)[NH:11][C:10]3[CH:24]=[CH:25][CH:26]=[CH:27][C:9]2=3)=[CH:4][CH:3]=1.[C:28]([NH:31][NH2:32])(=O)[CH3:29]. (2) The reactants are: C[O:2][C:3]([C:5]1[CH:34]=[CH:33][C:8]([CH2:9][NH:10][C:11]([C:13]2[CH:21]=[CH:20][C:19]3[CH2:22][NH:23][CH:24]([C:26]([O:28][C:29]([CH3:32])([CH3:31])[CH3:30])=[O:27])[CH2:25][N:17]4[C:18]=3[C:14]=2[CH:15]=[CH:16]4)=[O:12])=[CH:7][CH:6]=1)=[O:4].[OH-].[Li+]. Given the product [C:29]([O:28][C:26]([CH:24]1[NH:23][CH2:22][C:19]2=[C:18]3[C:14](=[C:13]([C:11]([NH:10][CH2:9][C:8]4[CH:7]=[CH:6][C:5]([C:3]([OH:4])=[O:2])=[CH:34][CH:33]=4)=[O:12])[CH:21]=[CH:20]2)[CH:15]=[CH:16][N:17]3[CH2:25]1)=[O:27])([CH3:32])([CH3:30])[CH3:31], predict the reactants needed to synthesize it.